From a dataset of Full USPTO retrosynthesis dataset with 1.9M reactions from patents (1976-2016). Predict the reactants needed to synthesize the given product. (1) Given the product [CH:18]1[CH:19]=[CH:20][C:15]([C:14]2[CH:10]=[CH:9][CH:4]=[CH:5][CH:6]=2)=[CH:16][CH:17]=1.[CH:15]1[CH:16]=[CH:17][C:18]([O:8][C:4]2[CH:5]=[CH:6][CH:11]=[CH:10][CH:9]=2)=[CH:19][CH:20]=1, predict the reactants needed to synthesize it. The reactants are: C(O)O.[C:4]([OH:8])(=O)[CH:5]=[CH2:6].[C:9](O)(=O)[CH2:10][CH3:11].[C:14](O)(=O)[C:15]1[CH:20]=[CH:19][CH:18]=[CH:17][CH:16]=1. (2) Given the product [CH2:15]([O:14][C@@H:13]1[C@@H:22]([O:23][CH2:24][C:25]2[CH:26]=[CH:27][CH:28]=[CH:29][CH:30]=2)[C@H:31]([O:32][CH2:33][C:34]2[CH:39]=[CH:38][CH:37]=[CH:36][CH:35]=2)[C@@H:40]([CH2:42][O:43][CH2:44][C:45]2[CH:46]=[CH:47][CH:48]=[CH:49][CH:50]=2)[O:41][C@H:11]1[C:4]1[CH:5]=[CH:6][C:7]([O:9][CH3:10])=[CH:8][C:3]=1[O:2][CH3:1])[C:16]1[CH:17]=[CH:18][CH:19]=[CH:20][CH:21]=1, predict the reactants needed to synthesize it. The reactants are: [CH3:1][O:2][C:3]1[CH:8]=[C:7]([O:9][CH3:10])[CH:6]=[CH:5][C:4]=1[C:11]1([O:41][C@H:40]([CH2:42][O:43][CH2:44][C:45]2[CH:50]=[CH:49][CH:48]=[CH:47][CH:46]=2)[C@@H:31]([O:32][CH2:33][C:34]2[CH:39]=[CH:38][CH:37]=[CH:36][CH:35]=2)[C@H:22]([O:23][CH2:24][C:25]2[CH:30]=[CH:29][CH:28]=[CH:27][CH:26]=2)[C@H:13]1[O:14][CH2:15][C:16]1[CH:21]=[CH:20][CH:19]=[CH:18][CH:17]=1)O.C([SiH](CC)CC)C.C(=O)([O-])[O-].[K+].[K+].O. (3) Given the product [NH2:14][C:15]1[CH2:16][C:17]([C:55]([N:56]([CH2:60][CH2:61][CH2:62][OH:63])[CH2:57][CH2:58][CH3:59])=[O:71])=[CH:18][C:19]2[CH:25]=[CH:24][C:23]([C:26]3[CH:31]=[CH:30][C:29]([C:32]([N:34]4[CH2:38][CH2:37][C@H:36]([OH:39])[CH2:35]4)=[O:33])=[CH:28][CH:27]=3)=[CH:22][C:20]=2[N:21]=1, predict the reactants needed to synthesize it. The reactants are: [Si](OCCCOC(=O)[N:14](C(=O)N)[C:15]1[CH2:16][CH:17]=[CH:18][C:19]2[CH:25]=[CH:24][C:23]([C:26]3[CH:31]=[CH:30][C:29]([C:32]([N:34]4[CH2:38][CH2:37][C@H:36]([OH:39])[CH2:35]4)=[O:33])=[CH:28][CH:27]=3)=[CH:22][C:20]=2[N:21]=1)(C(C)(C)C)(C)C.BrC1C=CC2=C(C=1)N=C(NC(=O)OC(C)(C)C)CC([C:55](=[O:71])[N:56]([CH2:60][CH2:61][CH2:62][O:63][Si](C(C)(C)C)(C)C)[CH2:57][CH2:58][CH3:59])=C2.O[C@H]1CCN(C(C2C=CC(B3OC(C)(C)C(C)(C)O3)=CC=2)=O)C1.CC1(C)C(C)(C)OB(C2C=CC(C(O)=O)=CC=2)O1.N1CC[C@H](O)C1.